Dataset: Experimentally validated miRNA-target interactions with 360,000+ pairs, plus equal number of negative samples. Task: Binary Classification. Given a miRNA mature sequence and a target amino acid sequence, predict their likelihood of interaction. (1) The miRNA is hsa-miR-519d-3p with sequence CAAAGUGCCUCCCUUUAGAGUG. The protein sequence of the target gene is MRSPGGILLQALPRLLQHAALPGLAELPARWALPRGAGGDGPADRLPRGGGASAAAAAAAASGALLGAYLERHGPPEASELPEPGGALAGGPGSGGGGVVVGVAEVRNWRCCCLGSTCWCRSLVLVCVLAALCFASLALVRRYLHHLLLWVESLDSLLGVLLFVVGFIVVSFPCGWGYIVLNVAAGYLYGFVLGMGLMMVGVLIGTFIAHVVCKRLLTAWVAARIQSSEKLSAVIRVVEGGSGLKVVALARLTPIPFGLQNAVFSITDLSLPNYLMASSVGLLPTQLLNSYLGTTLRTME.... Result: 1 (interaction). (2) The miRNA is hsa-miR-559 with sequence UAAAGUAAAUAUGCACCAAAA. The protein sequence of the target gene is MDLIGFGYAALVTFGSIFGYKRRGGVPSLIAGLFVGCLAGYGAYRVSNDKRDVKVSLFTAFFLATIMGVRFKRSKKIMPAGLVAGLSLMMILRLVLLLL. Result: 0 (no interaction). (3) The miRNA is hsa-miR-1255b-5p with sequence CGGAUGAGCAAAGAAAGUGGUU. The protein sequence of the target gene is MSGGGGGGGSAPSRFADYFVICGLDTETGLEPDELSALCQYIQASKARDGASPFISSTTEGENFEQTPLRRTFKSKVLARYPENVEWNPFDQDAVGMLCMPKGLAFKTQADPREPQFHAFIITREDGSRTFGFALTFYEEVTSKQICSAMQTLYHMHNAEYDVLHAPPADDRDQSSMEDGEDTPVTKLQRFNSYDISRDTLYVSKCICLITPMSFMKACRSVLEQLHQAVTSPQPPPLPLESYIYNVLYEVPLPPPGRSLKFSGVYGPIICQRPSTNELPLFDFPVKEVFELLGVENVFQ.... Result: 0 (no interaction). (4) The miRNA is hsa-miR-3173-5p with sequence UGCCCUGCCUGUUUUCUCCUUU. The protein sequence of the target gene is MAGNKGRGRAAYTFNIEAVGFSRGEKLPDVVLKPPPLFPDTDYKPVPLKTGEDEDYMLALKQELRETVKRLPYFIEPPEEKQDDIERYSKRYMKVYKEEWVPDWRRLPREMMPRKKCKKGDPKSKPSKAAAKATSLINSADVLKTIEELEKRGEGERSDEENEEKEGSKEKDKDDEEDGEEDAEQEDYDEEEQEEENDYINSYFDNGDDFGVDSDDNMDEATY. Result: 0 (no interaction). (5) The miRNA is mmu-miR-190a-5p with sequence UGAUAUGUUUGAUAUAUUAGGU. The protein sequence of the target gene is MGSVLGLCSVASWIPCLCGSAPCLLCRCCPSGNNSTVTRLIYALFLLVGVCVACVMLIPGMEEQLNKIPGFCENEKGVVPCNILVGYKAVYRLCFGLAMFYLLLSLLMIKVKSSSDPRAAVHNGFWFFKFATAVAIIIGAFFIPEGTFTTVWFYVGMAGAFCFILIQLVLLIDFAHSWNESWVEKMEEGNSRCWYAALLSATALNYLLSLVAVVLFFVYYTHPASCAENKAFISVNMLLCIGASVMSILPKIQESQPRSGLLQSSVITVYTMYLTWSAMTNEPETNCNPSLLSIIGFNTT.... Result: 1 (interaction). (6) The miRNA is hsa-miR-4644 with sequence UGGAGAGAGAAAAGAGACAGAAG. The protein sequence of the target gene is MPMILGYWNVRGLTHPIRMLLEYTDSSYDEKRYTMGDAPDFDRSQWLNEKFKLGLDFPNLPYLIDGSHKITQSNAILRYLARKHHLDGETEEERIRADIVENQVMDTRMQLIMLCYNPDFEKQKPEFLKTIPEKMKLYSEFLGKRPWFAGDKVTYVDFLAYDILDQYRMFEPKCLDAFPNLRDFLARFEGLKKISAYMKSSRYIATPIFSKMAHWSNK. Result: 0 (no interaction). (7) Result: 1 (interaction). The protein sequence of the target gene is MSFALEETLESDWVAVRPHVFDEREKHKFVFIVAWNEIEGKFAITCHNRTAQRQRSGSREQAGTPASDGSRGPGSPAARGRSEAAASATAALRSPGPRKSQAWAEGGSPRSARSLKGDPPRGPAGRGPESPLRSPARAKASPLRRSAESRDAIASATPVPPAPPVPPVSSVRVVSASGAVSEEIEVLEMVREDEAPQPLPDSEQPPSAAELESSAEECSWAGLFSFQDLRAVHQQLCSVNSQLEPCLPVFPEEPSGMWTVLFGGAPEMTEQEIDALCYQLQVYLGHGLDTCGWKILSQVL.... The miRNA is mmu-miR-351-5p with sequence UCCCUGAGGAGCCCUUUGAGCCUG. (8) The miRNA is hsa-miR-6826-3p with sequence CUCCCCUCUCUUUCCUGUUCAG. The protein sequence of the target gene is MGPLTFRDVAIEFSLKEWQCLDTAQRNLYRNVMLENYRNLVFLGITVSKPDLITCLEQGKEAWSMKRHEIMVAKPTVMCSHFAQDLWPEQNIKDSFQKVTLKRYGKCRHENLPLRKGCESMDECKMHKGGCNGLNQCLTATQSKIFQCDKYVKVAHKFSNSNRHEIRHTKKKPFKCTKCGKSFGMISCLTEHSRIHTRVNFYKCEECGKAFNWSSTLTKHKRIHTGEKPYKCEECGKAFNQSSNLIKHKKIHTGEKPYKCEECGKTFNRFSTLTTHKIIHTGEKPYKCKECGKAFNRSST.... Result: 1 (interaction).